This data is from Forward reaction prediction with 1.9M reactions from USPTO patents (1976-2016). The task is: Predict the product of the given reaction. (1) Given the reactants Cl.C([NH:9][C@@H:10]([CH3:29])[CH2:11][CH:12]([C:21]1[CH:26]=[CH:25][C:24]([O:27][CH3:28])=[CH:23][CH:22]=1)[C:13]1[CH:18]=[CH:17][C:16]([O:19][CH3:20])=[CH:15][CH:14]=1)C1C=CC=CC=1.C(=O)(O)[O-].[Na+], predict the reaction product. The product is: [CH3:28][O:27][C:24]1[CH:23]=[CH:22][C:21]([CH:12]([C:13]2[CH:14]=[CH:15][C:16]([O:19][CH3:20])=[CH:17][CH:18]=2)[CH2:11][C@@H:10]([NH2:9])[CH3:29])=[CH:26][CH:25]=1. (2) Given the reactants [F:1][C:2]1[CH:7]=[C:6](I)[C:5]([O:9][CH3:10])=[CH:4][C:3]=1[C:11]1[CH:16]=[CH:15][CH:14]=[C:13]([F:17])[CH:12]=1.[Li]CCCC.[B:23](OC)([O:26]C)[O:24]C, predict the reaction product. The product is: [F:1][C:2]1[CH:7]=[C:6]([B:23]([OH:26])[OH:24])[C:5]([O:9][CH3:10])=[CH:4][C:3]=1[C:11]1[CH:16]=[CH:15][CH:14]=[C:13]([F:17])[CH:12]=1. (3) Given the reactants [Cl:1][C:2]1[C:3]([OH:13])=[C:4]([CH:8]=[C:9]([Cl:12])[C:10]=1[OH:11])[C:5]([O-:7])=[O:6], predict the reaction product. The product is: [Cl:1][C:2]1[C:3]([OH:13])=[C:4]([CH:8]=[C:9]([Cl:12])[C:10]=1[OH:11])[C:5]([OH:7])=[O:6]. (4) Given the reactants [CH2:1]([OH:4])[CH2:2][OH:3].C([Sn](=O)CCCC)CCC.O.[F:16][C:17]1[CH:18]=[C:19]([CH:22]=[CH:23][CH:24]=1)[CH2:20]Br, predict the reaction product. The product is: [F:16][C:17]1[CH:18]=[C:19]([CH:22]=[CH:23][CH:24]=1)[CH2:20][O:3][CH2:2][CH2:1][OH:4]. (5) Given the reactants COC(C1C(C)=CC(C2C=CC=C([C:18]([F:21])([F:20])[F:19])C=2)=CN=1)=O.Cl[C:23]1[CH:24]=[C:25]([C:30]2[CH:31]=[C:32]([CH3:49])[C:33]([C:36]([N:38]3[CH2:43][CH2:42][CH:41]([N:44]4[CH2:48][CH2:47][CH2:46][CH2:45]4)[CH2:40][CH2:39]3)=[O:37])=[N:34][CH:35]=2)[CH:26]=[CH:27][C:28]=1Cl.FC(F)(F)C1C=CC=CC=1B(O)O.C(=O)([O-])[O-].[Na+].[Na+], predict the reaction product. The product is: [CH3:49][C:32]1[C:33]([C:36]([N:38]2[CH2:43][CH2:42][CH:41]([N:44]3[CH2:48][CH2:47][CH2:46][CH2:45]3)[CH2:40][CH2:39]2)=[O:37])=[N:34][CH:35]=[C:30]([C:25]2[CH:26]=[CH:27][CH:28]=[CH:23][C:24]=2[C:18]([F:21])([F:20])[F:19])[CH:31]=1.